Dataset: Catalyst prediction with 721,799 reactions and 888 catalyst types from USPTO. Task: Predict which catalyst facilitates the given reaction. (1) Reactant: [OH:1][C:2]1[CH:3]=[C:4]([CH:9]=[CH:10][C:11]=1[C:12]([F:15])([F:14])[F:13])[C:5]([O:7][CH3:8])=[O:6].[H-].[Na+].[CH3:18]I.O. Product: [CH3:18][O:1][C:2]1[CH:3]=[C:4]([CH:9]=[CH:10][C:11]=1[C:12]([F:13])([F:14])[F:15])[C:5]([O:7][CH3:8])=[O:6]. The catalyst class is: 9. (2) Reactant: [F:1][C:2]([F:20])([F:19])[C:3]1[CH:4]=[C:5]2[N:11]=[C:10]([C:12]3[CH:17]=[CH:16][N:15]=[CH:14][C:13]=3[OH:18])[O:9][C:6]2=[N:7][CH:8]=1.C(=O)([O-])[O-].[K+].[K+].CN(C=O)C.[F:32][CH:33]([F:43])[CH2:34]OS(C(F)(F)F)(=O)=O. Product: [F:32][CH:33]([F:43])[CH2:34][O:18][C:13]1[CH:14]=[N:15][CH:16]=[CH:17][C:12]=1[C:10]1[O:9][C:6]2[C:5]([N:11]=1)=[CH:4][C:3]([C:2]([F:19])([F:1])[F:20])=[CH:8][N:7]=2. The catalyst class is: 6. (3) Reactant: [CH3:1][O:2][C:3]1[CH:8]=[CH:7][C:6]([C:9](=[O:27])[C:10](=[CH:14][C:15]2[CH:16]=[CH:17][CH:18]=[C:19]3[C:24]=2[O:23][C:22]([CH3:25])=[CH:21][C:20]3=[O:26])[C:11](=O)[CH3:12])=[CH:5][CH:4]=1.[NH2:28]/[C:29](/[CH3:37])=[CH:30]\[C:31]([O:33][CH2:34][CH2:35][CH3:36])=[O:32]. Product: [CH3:1][O:2][C:3]1[CH:4]=[CH:5][C:6]([C:9]([C:10]2[CH:14]([C:15]3[CH:16]=[CH:17][CH:18]=[C:19]4[C:24]=3[O:23][C:22]([CH3:25])=[CH:21][C:20]4=[O:26])[C:30]([C:31]([O:33][CH2:34][CH2:35][CH3:36])=[O:32])=[C:29]([CH3:37])[NH:28][C:11]=2[CH3:12])=[O:27])=[CH:7][CH:8]=1. The catalyst class is: 41. (4) Reactant: [Cl:1][C:2]1[C:20]([O:21][CH2:22][C:23]2[CH:28]=[CH:27][CH:26]=[C:25]([C:29]3[CH:38]=[CH:37][C:32]4[O:33][CH2:34][CH2:35][O:36][C:31]=4[CH:30]=3)[C:24]=2[CH3:39])=[CH:19][C:5]([O:6][CH2:7][C:8]2[CH:13]=[CH:12][N:11]=[C:10]([C:14]([N:16]([CH3:18])[CH3:17])=[O:15])[CH:9]=2)=[C:4]([CH:40]=O)[CH:3]=1.[NH2:42][C@@:43]([CH3:49])([CH2:47][OH:48])[C:44]([OH:46])=[O:45].C(O[BH-](OC(=O)C)OC(=O)C)(=O)C.[Na+].C([BH3-])#N.[Na+]. Product: [Cl:1][C:2]1[C:20]([O:21][CH2:22][C:23]2[CH:28]=[CH:27][CH:26]=[C:25]([C:29]3[CH:38]=[CH:37][C:32]4[O:33][CH2:34][CH2:35][O:36][C:31]=4[CH:30]=3)[C:24]=2[CH3:39])=[CH:19][C:5]([O:6][CH2:7][C:8]2[CH:13]=[CH:12][N:11]=[C:10]([C:14](=[O:15])[N:16]([CH3:18])[CH3:17])[CH:9]=2)=[C:4]([CH:3]=1)[CH2:40][NH:42][C@@:43]([CH3:49])([CH2:47][OH:48])[C:44]([OH:46])=[O:45]. The catalyst class is: 9. (5) Reactant: [CH3:1][C:2]1[C:3]([C:19]2[CH:24]=[CH:23][CH:22]=[C:21]([C:25]([F:28])([F:27])[F:26])[CH:20]=2)=[N:4][C:5]2[C:10]([C:11]=1[C:12]([OH:14])=[O:13])=[CH:9][C:8]([S:15]([CH3:18])(=[O:17])=[O:16])=[CH:7][CH:6]=2.[C:29](Cl)(=O)C(Cl)=O.CN(C)C=O. Product: [CH3:1][C:2]1[C:3]([C:19]2[CH:24]=[CH:23][CH:22]=[C:21]([C:25]([F:28])([F:26])[F:27])[CH:20]=2)=[N:4][C:5]2[C:10]([C:11]=1[C:12]([O:14][CH3:29])=[O:13])=[CH:9][C:8]([S:15]([CH3:18])(=[O:16])=[O:17])=[CH:7][CH:6]=2. The catalyst class is: 5. (6) Reactant: [Cl-].[CH3:2][O:3][CH2:4][P+](C1C=CC=CC=1)(C1C=CC=CC=1)C1C=CC=CC=1.C([Li])CCC.[Br:29][C:30]1[CH:31]=[C:32]([C:36](=O)[CH3:37])[CH:33]=[N:34][CH:35]=1. Product: [Br:29][C:30]1[CH:35]=[N:34][CH:33]=[C:32]([C:36]([CH3:37])=[CH:2][O:3][CH3:4])[CH:31]=1. The catalyst class is: 1. (7) Reactant: [H-].[Na+].[CH3:3][O-:4].[Na+].[CH3:6][O:7][C:8](=[O:20])[C:9]1[CH:14]=[C:13]([N+:15]([O-:17])=[O:16])[CH:12]=[CH:11][C:10]=1[CH2:18]Br.[NH4+].[Cl-]. Product: [CH3:6][O:7][C:8](=[O:20])[C:9]1[CH:14]=[C:13]([N+:15]([O-:17])=[O:16])[CH:12]=[CH:11][C:10]=1[CH2:18][O:4][CH3:3]. The catalyst class is: 5. (8) Reactant: [Br:1][C:2]1[CH:3]=[N:4][C:5]([NH:8][NH2:9])=[N:6][CH:7]=1.[N:10]1[C:19]2[C:14](=[CH:15][C:16]([CH2:20][C:21](O)=[O:22])=[CH:17][CH:18]=2)[CH:13]=[CH:12][CH:11]=1. Product: [Br:1][C:2]1[CH:3]=[N:4][C:5]([NH:8][NH:9][C:21](=[O:22])[CH2:20][C:16]2[CH:15]=[C:14]3[C:19](=[CH:18][CH:17]=2)[N:10]=[CH:11][CH:12]=[CH:13]3)=[N:6][CH:7]=1. The catalyst class is: 4. (9) Product: [F:11][C:12]([F:22])([F:23])[C:13]1[CH:14]=[C:15]([CH:19]=[CH:20][CH:21]=1)[C:16]([NH:1][C:2]1[CH:3]=[C:4]([CH:8]=[CH:9][CH:10]=1)[C:5]([OH:7])=[O:6])=[O:17]. Reactant: [NH2:1][C:2]1[CH:3]=[C:4]([CH:8]=[CH:9][CH:10]=1)[C:5]([OH:7])=[O:6].[F:11][C:12]([F:23])([F:22])[C:13]1[CH:14]=[C:15]([CH:19]=[CH:20][CH:21]=1)[C:16](Cl)=[O:17]. The catalyst class is: 1. (10) Reactant: [NH2:1][C:2]1[N:3]([CH3:24])[C:4](=[O:23])[C:5]2([C:15]3[C:10](=[CH:11][CH:12]=[C:13](Br)[CH:14]=3)[O:9][CH:8]([C:17]3[CH:22]=[CH:21][CH:20]=[CH:19][CH:18]=3)[CH2:7]2)[N:6]=1.[C:25]([O:29][C:30]([N:32]1[CH:36]=[CH:35][CH:34]=[C:33]1B(O)O)=[O:31])([CH3:28])([CH3:27])[CH3:26]. Product: [NH2:1][C:2]1[N:3]([CH3:24])[C:4](=[O:23])[C:5]2([C:15]3[C:10](=[CH:11][CH:12]=[C:13]([C:33]4[N:32]([C:30]([O:29][C:25]([CH3:28])([CH3:27])[CH3:26])=[O:31])[CH:36]=[CH:35][CH:34]=4)[CH:14]=3)[O:9][CH:8]([C:17]3[CH:22]=[CH:21][CH:20]=[CH:19][CH:18]=3)[CH2:7]2)[N:6]=1. The catalyst class is: 806.